Dataset: Catalyst prediction with 721,799 reactions and 888 catalyst types from USPTO. Task: Predict which catalyst facilitates the given reaction. (1) Reactant: C[O:2][C:3](=[O:51])[C@@H:4]([NH:32][C:33](=[O:50])[C@H:34]([NH:42][C:43]([O:45][C:46]([CH3:49])([CH3:48])[CH3:47])=[O:44])[CH2:35][C:36]1[CH:41]=[CH:40][CH:39]=[CH:38][CH:37]=1)[CH2:5][CH2:6][CH2:7][C:8]1[N:9]=[CH:10][N:11]([C:13]([C:26]2[CH:31]=[CH:30][CH:29]=[CH:28][CH:27]=2)([C:20]2[CH:25]=[CH:24][CH:23]=[CH:22][CH:21]=2)[C:14]2[CH:19]=[CH:18][CH:17]=[CH:16][CH:15]=2)[CH:12]=1.O.[OH-].[Li+].O. Product: [C:46]([O:45][C:43]([NH:42][C@H:34]([CH2:35][C:36]1[CH:41]=[CH:40][CH:39]=[CH:38][CH:37]=1)[C:33]([NH:32][C@@H:4]([CH2:5][CH2:6][CH2:7][C:8]1[N:9]=[CH:10][N:11]([C:13]([C:20]2[CH:21]=[CH:22][CH:23]=[CH:24][CH:25]=2)([C:26]2[CH:27]=[CH:28][CH:29]=[CH:30][CH:31]=2)[C:14]2[CH:15]=[CH:16][CH:17]=[CH:18][CH:19]=2)[CH:12]=1)[C:3]([OH:51])=[O:2])=[O:50])=[O:44])([CH3:49])([CH3:47])[CH3:48]. The catalyst class is: 7. (2) Reactant: [C:1]1([NH2:8])[C:2]([NH2:7])=[CH:3][CH:4]=[CH:5][CH:6]=1.[C:9]([O:13][C:14]([N:16]1[CH2:21][CH2:20][C@@H:19]([NH:22][C:23]([NH:25][C:26]2[CH:27]=[N:28][C:29]([C:32]([F:35])([F:34])[F:33])=[CH:30][CH:31]=2)=[O:24])[CH2:18][C@@H:17]1[C:36](O)=[O:37])=[O:15])([CH3:12])([CH3:11])[CH3:10].F[P-](F)(F)(F)(F)F.N1(O[P+](N(C)C)(N(C)C)N(C)C)C2C=CC=CC=2N=N1.CCN(C(C)C)C(C)C. Product: [NH2:7][C:2]1[CH:3]=[CH:4][CH:5]=[CH:6][C:1]=1[NH:8][C:36]([C@H:17]1[CH2:18][C@H:19]([NH:22][C:23]([NH:25][C:26]2[CH:27]=[N:28][C:29]([C:32]([F:35])([F:34])[F:33])=[CH:30][CH:31]=2)=[O:24])[CH2:20][CH2:21][N:16]1[C:14]([O:13][C:9]([CH3:12])([CH3:11])[CH3:10])=[O:15])=[O:37]. The catalyst class is: 18.